This data is from Forward reaction prediction with 1.9M reactions from USPTO patents (1976-2016). The task is: Predict the product of the given reaction. Given the reactants [C:1]([C:5]1[CH:9]=[C:8]([NH:10][C:11]2[C:12]([C:17]([O:19]CC)=[O:18])=[N:13][CH:14]=[CH:15][CH:16]=2)[N:7]([C:22]2[C:27]([CH3:28])=[CH:26][CH:25]=[CH:24][C:23]=2[CH3:29])[N:6]=1)([CH3:4])([CH3:3])[CH3:2].O.[OH-].[Li+].Cl, predict the reaction product. The product is: [C:1]([C:5]1[CH:9]=[C:8]([NH:10][C:11]2[C:12]([C:17]([OH:19])=[O:18])=[N:13][CH:14]=[CH:15][CH:16]=2)[N:7]([C:22]2[C:27]([CH3:28])=[CH:26][CH:25]=[CH:24][C:23]=2[CH3:29])[N:6]=1)([CH3:4])([CH3:3])[CH3:2].